Dataset: Full USPTO retrosynthesis dataset with 1.9M reactions from patents (1976-2016). Task: Predict the reactants needed to synthesize the given product. Given the product [O:17]1[CH2:18][CH2:19][N:14]([CH2:13][CH2:12][CH2:11][C:5]2[C:4]3[C:8](=[CH:9][CH:10]=[C:2]([NH2:37])[CH:3]=3)[NH:7][CH:6]=2)[CH2:15][CH2:16]1, predict the reactants needed to synthesize it. The reactants are: Br[C:2]1[CH:3]=[C:4]2[C:8](=[CH:9][CH:10]=1)[NH:7][CH:6]=[C:5]2[CH2:11][CH2:12][CH2:13][N:14]1[CH2:19][CH2:18][O:17][CH2:16][CH2:15]1.C(P(C(C)(C)C)C(C)(C)C)(C)(C)C.C[Si]([N-:37][Si](C)(C)C)(C)C.[Li+].N.